Dataset: Peptide-MHC class II binding affinity with 134,281 pairs from IEDB. Task: Regression. Given a peptide amino acid sequence and an MHC pseudo amino acid sequence, predict their binding affinity value. This is MHC class II binding data. (1) The peptide sequence is GFTRRFKFLLNISYL. The binding affinity (normalized) is 1.00. The MHC is DRB1_1101 with pseudo-sequence DRB1_1101. (2) The peptide sequence is VVIEELFNRIPETSV. The binding affinity (normalized) is 0.610. The MHC is DRB1_1302 with pseudo-sequence DRB1_1302. (3) The binding affinity (normalized) is 0.0153. The MHC is HLA-DPA10201-DPB11401 with pseudo-sequence HLA-DPA10201-DPB11401. The peptide sequence is GSMAKKGDEQKLRSA. (4) The binding affinity (normalized) is 0.0227. The peptide sequence is CSPSRLPGPSDTPILPQ. The MHC is DRB1_0405 with pseudo-sequence DRB1_0405. (5) The peptide sequence is EWVAMTKGEGGVWTFDSEEP. The MHC is DRB1_1501 with pseudo-sequence DRB1_1501. The binding affinity (normalized) is 0.176. (6) The peptide sequence is FELQIVDKIDAAFKI. The MHC is DRB1_0401 with pseudo-sequence DRB1_0401. The binding affinity (normalized) is 0.458.